Task: Regression. Given two drug SMILES strings and cell line genomic features, predict the synergy score measuring deviation from expected non-interaction effect.. Dataset: NCI-60 drug combinations with 297,098 pairs across 59 cell lines (1) Drug 1: C1=CC(=CC=C1C#N)C(C2=CC=C(C=C2)C#N)N3C=NC=N3. Drug 2: C(CCl)NC(=O)N(CCCl)N=O. Cell line: OVCAR-5. Synergy scores: CSS=-3.36, Synergy_ZIP=3.48, Synergy_Bliss=4.68, Synergy_Loewe=-1.06, Synergy_HSA=-0.564. (2) Drug 1: CN1C(=O)N2C=NC(=C2N=N1)C(=O)N. Drug 2: C(=O)(N)NO. Cell line: SK-OV-3. Synergy scores: CSS=-1.84, Synergy_ZIP=1.95, Synergy_Bliss=1.46, Synergy_Loewe=-1.43, Synergy_HSA=-1.29.